From a dataset of Forward reaction prediction with 1.9M reactions from USPTO patents (1976-2016). Predict the product of the given reaction. (1) Given the reactants [CH3:1][C:2]1[C:6]([CH:7](O)[C:8]2[O:9][C:10]3[CH:16]=[CH:15][C:14]([CH2:17][C:18]([NH:20][CH:21]([C:28]4[CH:33]=[CH:32][C:31]([CH3:34])=[CH:30][C:29]=4[CH3:35])[C:22]4[CH:27]=[CH:26][CH:25]=[CH:24][CH:23]=4)=[O:19])=[CH:13][C:11]=3[CH:12]=2)=[C:5]([CH3:37])[O:4][N:3]=1.O=S(Cl)[Cl:40], predict the reaction product. The product is: [Cl:40][CH:7]([C:6]1[C:2]([CH3:1])=[N:3][O:4][C:5]=1[CH3:37])[C:8]1[O:9][C:10]2[CH:16]=[CH:15][C:14]([CH2:17][C:18]([NH:20][CH:21]([C:28]3[CH:33]=[CH:32][C:31]([CH3:34])=[CH:30][C:29]=3[CH3:35])[C:22]3[CH:23]=[CH:24][CH:25]=[CH:26][CH:27]=3)=[O:19])=[CH:13][C:11]=2[CH:12]=1. (2) The product is: [C:10]1([CH2:9][N:3]2[C:4]([CH:7]=[O:8])=[CH:5][CH:6]=[C:2]2[C:22]2[CH:21]=[N:20][CH:25]=[CH:24][CH:23]=2)[C:19]2[C:14](=[CH:15][CH:16]=[CH:17][CH:18]=2)[CH:13]=[CH:12][CH:11]=1. Given the reactants Br[C:2]1[N:3]([CH2:9][C:10]2[C:19]3[C:14](=[CH:15][CH:16]=[CH:17][CH:18]=3)[CH:13]=[CH:12][CH:11]=2)[C:4]([CH:7]=[O:8])=[CH:5][CH:6]=1.[N:20]1[CH:25]=[CH:24][CH:23]=[C:22](B(O)O)[CH:21]=1.C(=O)([O-])[O-].[Cs+].[Cs+].O1CCOCC1, predict the reaction product. (3) Given the reactants [N:1]([CH:4]([CH3:29])[CH2:5][C:6]1[CH:11]=[CH:10][C:9]([C:12]2[CH:17]=[CH:16][N:15]=[C:14]([NH:18][CH:19]3[CH2:24][C:23]([CH3:26])([CH3:25])[NH:22][C:21]([CH3:28])([CH3:27])[CH2:20]3)[N:13]=2)=[CH:8][CH:7]=1)=[N+]=[N-], predict the reaction product. The product is: [NH2:1][CH:4]([CH3:29])[CH2:5][C:6]1[CH:11]=[CH:10][C:9]([C:12]2[CH:17]=[CH:16][N:15]=[C:14]([NH:18][CH:19]3[CH2:24][C:23]([CH3:26])([CH3:25])[NH:22][C:21]([CH3:28])([CH3:27])[CH2:20]3)[N:13]=2)=[CH:8][CH:7]=1. (4) Given the reactants C([O:3][C:4]([C:6]1[C:7]([N:15]2[CH2:20][CH2:19][C:18]([C:33]3[CH:38]=[CH:37][C:36]([Cl:39])=[CH:35][CH:34]=3)([CH2:21][N:22]3[C:30](=[O:31])[C:29]4[C:24](=[CH:25][CH:26]=[CH:27][CH:28]=4)[C:23]3=[O:32])[CH2:17][CH2:16]2)=[C:8]2[CH:14]=[CH:13][NH:12][C:9]2=[N:10][CH:11]=1)=[O:5])C.Cl, predict the reaction product. The product is: [Cl:39][C:36]1[CH:35]=[CH:34][C:33]([C:18]2([CH2:21][N:22]3[C:23](=[O:32])[C:24]4[C:29](=[CH:28][CH:27]=[CH:26][CH:25]=4)[C:30]3=[O:31])[CH2:17][CH2:16][N:15]([C:7]3[C:6]([C:4]([OH:5])=[O:3])=[CH:11][N:10]=[C:9]4[NH:12][CH:13]=[CH:14][C:8]=34)[CH2:20][CH2:19]2)=[CH:38][CH:37]=1.